From a dataset of NCI-60 drug combinations with 297,098 pairs across 59 cell lines. Regression. Given two drug SMILES strings and cell line genomic features, predict the synergy score measuring deviation from expected non-interaction effect. (1) Drug 1: CC(C1=C(C=CC(=C1Cl)F)Cl)OC2=C(N=CC(=C2)C3=CN(N=C3)C4CCNCC4)N. Drug 2: C1=CC(=CC=C1CCC2=CNC3=C2C(=O)NC(=N3)N)C(=O)NC(CCC(=O)O)C(=O)O. Cell line: HCC-2998. Synergy scores: CSS=22.0, Synergy_ZIP=-4.69, Synergy_Bliss=-7.80, Synergy_Loewe=-14.0, Synergy_HSA=-5.46. (2) Drug 1: CC1=CC=C(C=C1)C2=CC(=NN2C3=CC=C(C=C3)S(=O)(=O)N)C(F)(F)F. Drug 2: C(CN)CNCCSP(=O)(O)O. Cell line: KM12. Synergy scores: CSS=-7.91, Synergy_ZIP=1.88, Synergy_Bliss=-1.28, Synergy_Loewe=-7.90, Synergy_HSA=-6.23.